This data is from Catalyst prediction with 721,799 reactions and 888 catalyst types from USPTO. The task is: Predict which catalyst facilitates the given reaction. (1) Reactant: [CH2:1]([C@H:8]1[N:13]([C:14]([C:16]2[N:17]=[CH:18][N:19]([C@H:27]3[CH2:32][CH2:31][CH2:30][CH2:29][C@@H:28]3[NH:33][C:34]([O:36][CH2:37][CH3:38])=[O:35])[C:20]=2[C:21]2[CH:26]=[CH:25][CH:24]=[CH:23][CH:22]=2)=[O:15])[CH2:12][CH2:11][N:10]([C:39]([O:41][C:42]([CH3:45])([CH3:44])[CH3:43])=[O:40])[CH2:9]1)[C:2]1[CH:7]=[CH:6][CH:5]=[CH:4][CH:3]=1.[H-].[Na+].[CH3:48]I. Product: [CH2:1]([C@H:8]1[N:13]([C:14]([C:16]2[N:17]=[CH:18][N:19]([C@H:27]3[CH2:32][CH2:31][CH2:30][CH2:29][C@@H:28]3[N:33]([C:34]([O:36][CH2:37][CH3:38])=[O:35])[CH3:48])[C:20]=2[C:21]2[CH:26]=[CH:25][CH:24]=[CH:23][CH:22]=2)=[O:15])[CH2:12][CH2:11][N:10]([C:39]([O:41][C:42]([CH3:44])([CH3:43])[CH3:45])=[O:40])[CH2:9]1)[C:2]1[CH:7]=[CH:6][CH:5]=[CH:4][CH:3]=1. The catalyst class is: 3. (2) Reactant: O[CH2:2][C:3]1[C:4]([S:9][CH:10]([C:24]2[CH:29]=[CH:28][CH:27]=[CH:26][CH:25]=2)[C:11]([C:13]2[CH:14]=[CH:15][C:16]3[O:21][CH2:20][C:19](=[O:22])[NH:18][C:17]=3[CH:23]=2)=[O:12])=[N:5][CH:6]=[CH:7][CH:8]=1.C1(P(C2C=CC=CC=2)C2C=CC=CC=2)C=CC=CC=1.[Br:49]N1C(=O)CCC1=O.C(OCC)(=O)C. Product: [Br:49][CH2:2][C:3]1[C:4]([S:9][CH:10]([C:24]2[CH:29]=[CH:28][CH:27]=[CH:26][CH:25]=2)[C:11]([C:13]2[CH:14]=[CH:15][C:16]3[O:21][CH2:20][C:19](=[O:22])[NH:18][C:17]=3[CH:23]=2)=[O:12])=[N:5][CH:6]=[CH:7][CH:8]=1. The catalyst class is: 47. (3) Reactant: F[C:2]1[CH:3]=[C:4]([OH:11])[CH:5]=[CH:6][C:7]=1[N+:8]([O-:10])=[O:9].[CH3:12][C:13]1[CH:14]=[C:15]([CH:17]=[CH:18][C:19]=1[CH3:20])[NH2:16]. Product: [CH3:12][C:13]1[CH:14]=[C:15]([NH:16][C:2]2[CH:3]=[C:4]([OH:11])[CH:5]=[CH:6][C:7]=2[N+:8]([O-:10])=[O:9])[CH:17]=[CH:18][C:19]=1[CH3:20]. The catalyst class is: 4. (4) Reactant: [Cl-].[Al+3].[Cl-].[Cl-].[C:5](OC)([CH3:8])([CH3:7])[CH3:6].[F:11][C:12]1[CH:13]=[C:14]([OH:18])[CH:15]=[CH:16][CH:17]=1.C(=O)(O)[O-].[Na+]. Product: [C:5]([C:17]1[CH:16]=[CH:15][C:14]([OH:18])=[CH:13][C:12]=1[F:11])([CH3:8])([CH3:7])[CH3:6]. The catalyst class is: 4. (5) Reactant: S(=O)(=O)(O)O.C([O:8][C:9](=[O:19])[CH2:10][CH:11]1[O:18][CH:12]1[CH2:13][CH2:14][CH2:15][CH2:16][CH3:17])C.O. Product: [OH:18][CH:11]1[CH:12]([CH2:13][CH2:14][CH2:15][CH2:16][CH3:17])[O:19][C:9](=[O:8])[CH2:10]1. The catalyst class is: 7. (6) Product: [CH3:1][N:2]1[C:10]2[C:5](=[CH:6][CH:7]=[CH:8][CH:9]=2)[CH:4]=[C:3]1[S:16]([NH2:20])(=[O:18])=[O:17]. The catalyst class is: 7. Reactant: [CH3:1][N:2]1[C:10]2[C:5](=[CH:6][CH:7]=[CH:8][CH:9]=2)[CH:4]=[CH:3]1.[Li]CCCC.[S:16](=[O:18])=[O:17].Cl[N:20]1C(=O)CCC1=O.N. (7) Reactant: C(N(CC)CC)C.[CH3:8][O:9][C:10]1[C:26]([O:27][CH3:28])=[C:25]([O:29][CH3:30])[CH:24]=[C:23]([CH3:31])[C:11]=1[C:12]([C:14]1[C:19]([Cl:20])=[CH:18][N:17]=[C:16](Cl)[C:15]=1[Cl:22])=[O:13]. Product: [CH3:8][O:9][C:10]1[C:26]([O:27][CH3:28])=[C:25]([O:29][CH3:30])[CH:24]=[C:23]([CH3:31])[C:11]=1[C:12]([C:14]1[C:19]([Cl:20])=[CH:18][N:17]=[CH:16][C:15]=1[Cl:22])=[O:13]. The catalyst class is: 352.